Predict the product of the given reaction. From a dataset of Forward reaction prediction with 1.9M reactions from USPTO patents (1976-2016). (1) Given the reactants [NH2:1][C:2]1[N:7]=[CH:6][N:5]=[C:4]2[N:8]([CH:20]([CH3:22])[CH3:21])[N:9]=[C:10]([C:11]3[CH:18]=[CH:17][C:14]([C:15]#[N:16])=[C:13](F)[CH:12]=3)[C:3]=12.O.[NH2:24][NH2:25], predict the reaction product. The product is: [NH2:16][C:15]1[C:14]2[C:13](=[CH:12][C:11]([C:10]3[C:3]4[C:4](=[N:5][CH:6]=[N:7][C:2]=4[NH2:1])[N:8]([CH:20]([CH3:22])[CH3:21])[N:9]=3)=[CH:18][CH:17]=2)[NH:25][N:24]=1. (2) Given the reactants [Li][CH2:2][CH2:3][CH2:4][CH3:5].[CH2:6]([C:18]1[CH:22]=[CH:21][S:20][CH:19]=1)[CH2:7][CH2:8][CH2:9][CH2:10][CH2:11][CH2:12][CH2:13][CH2:14][CH2:15][CH2:16][CH3:17].CN(C)[CH2:25][CH2:26]N(C)C, predict the reaction product. The product is: [CH2:2]([C:18]1[CH:25]=[C:26]([C:21]2[S:20][CH:19]=[C:18]([CH2:6][CH2:7][CH2:8][CH2:9][CH2:10][CH2:11][CH2:12][CH2:13][CH2:14][CH2:15][CH2:16][CH3:17])[CH:22]=2)[S:20][CH:19]=1)[CH2:3][CH2:4][CH2:5][CH2:6][CH2:7][CH2:8][CH2:9][CH2:10][CH2:11][CH2:12][CH3:13].